Dataset: Catalyst prediction with 721,799 reactions and 888 catalyst types from USPTO. Task: Predict which catalyst facilitates the given reaction. (1) The catalyst class is: 329. Product: [CH2:1]([O:3][C:4]([C:6]1[N:7]([C:20]2[CH:21]=[CH:22][C:23]([O:26][CH:27]([CH3:28])[CH3:29])=[CH:24][CH:25]=2)[C:8]2[C:13]([C:14]=1[CH2:15][CH2:16][C:17]#[N:18])=[CH:12][C:11]([O:19][C:31]1[CH:36]=[CH:35][C:34]([C:37]([F:40])([F:39])[F:38])=[CH:33][N:32]=1)=[CH:10][CH:9]=2)=[O:5])[CH3:2]. Reactant: [CH2:1]([O:3][C:4]([C:6]1[N:7]([C:20]2[CH:25]=[CH:24][C:23]([O:26][CH:27]([CH3:29])[CH3:28])=[CH:22][CH:21]=2)[C:8]2[C:13]([C:14]=1[CH2:15][CH2:16][C:17]#[N:18])=[CH:12][C:11]([OH:19])=[CH:10][CH:9]=2)=[O:5])[CH3:2].Cl[C:31]1[CH:36]=[CH:35][C:34]([C:37]([F:40])([F:39])[F:38])=[CH:33][N:32]=1.C([O-])([O-])=O.[K+].[K+].C1OCCOCCOCCOCCOCCOC1. (2) The catalyst class is: 163. Reactant: [CH2:1]([O:3][C:4]([C:6]1[C:7](=[O:21])[N:8]([CH2:14][C:15]2[CH:20]=[CH:19][CH:18]=[CH:17][CH:16]=2)[CH:9]=[CH:10][C:11]=1[CH2:12]Br)=[O:5])[CH3:2].[CH3:22][O:23][C:24](=[O:37])[CH2:25][NH:26][S:27]([C:30]1[CH:35]=[CH:34][C:33]([CH3:36])=[CH:32][CH:31]=1)(=[O:29])=[O:28].[I-].[Na+].C(=O)([O-])[O-].[K+].[K+]. Product: [CH2:1]([O:3][C:4]([C:6]1[C:7](=[O:21])[N:8]([CH2:14][C:15]2[CH:20]=[CH:19][CH:18]=[CH:17][CH:16]=2)[CH:9]=[CH:10][C:11]=1[CH2:12][N:26]([CH2:25][C:24]([O:23][CH3:22])=[O:37])[S:27]([C:30]1[CH:31]=[CH:32][C:33]([CH3:36])=[CH:34][CH:35]=1)(=[O:29])=[O:28])=[O:5])[CH3:2]. (3) Reactant: [C:1]1([CH:9]=[CH:8][CH:7]=[C:5]([OH:6])[C:3]=1[OH:4])[OH:2].[CH3:10][O:11][C:12]([CH2:14][C:15]([CH2:17][C:18](OC)=[O:19])=O)=[O:13].CC1C=CC(S(O)(=O)=O)=CC=1.C(OCC)(=O)C. Product: [OH:2][C:1]1[C:3]([OH:4])=[C:5]2[C:7]([C:15]([CH2:14][C:12]([O:11][CH3:10])=[O:13])=[CH:17][C:18](=[O:19])[O:6]2)=[CH:8][CH:9]=1. The catalyst class is: 345. (4) Reactant: [NH2:1][C:2]1[N:6]([CH:7]2[CH2:12][CH2:11][CH2:10][NH:9][CH2:8]2)[N:5]=[C:4]([C:13]2[CH:18]=[CH:17][C:16]([O:19][C:20]3[CH:25]=[CH:24][CH:23]=[CH:22][CH:21]=3)=[CH:15][CH:14]=2)[C:3]=1[C:26]([NH2:28])=[O:27].[CH3:29][N:30]([CH3:37])[CH2:31]/[CH:32]=[CH:33]/[C:34](O)=[O:35].CN(C(ON1N=NC2C=CC=NC1=2)=[N+](C)C)C.F[P-](F)(F)(F)(F)F.CCN(C(C)C)C(C)C. Product: [NH2:1][C:2]1[N:6]([CH:7]2[CH2:12][CH2:11][CH2:10][N:9]([C:34](=[O:35])/[CH:33]=[CH:32]/[CH2:31][N:30]([CH3:37])[CH3:29])[CH2:8]2)[N:5]=[C:4]([C:13]2[CH:14]=[CH:15][C:16]([O:19][C:20]3[CH:25]=[CH:24][CH:23]=[CH:22][CH:21]=3)=[CH:17][CH:18]=2)[C:3]=1[C:26]([NH2:28])=[O:27]. The catalyst class is: 3.